This data is from NCI-60 drug combinations with 297,098 pairs across 59 cell lines. The task is: Regression. Given two drug SMILES strings and cell line genomic features, predict the synergy score measuring deviation from expected non-interaction effect. (1) Drug 1: C1C(C(OC1N2C=C(C(=O)NC2=O)F)CO)O. Drug 2: C1=NNC2=C1C(=O)NC=N2. Cell line: SNB-75. Synergy scores: CSS=11.2, Synergy_ZIP=-1.95, Synergy_Bliss=0.397, Synergy_Loewe=-15.2, Synergy_HSA=-1.16. (2) Drug 1: C1=CN(C(=O)N=C1N)C2C(C(C(O2)CO)O)O.Cl. Drug 2: C1CN(CCN1C(=O)CCBr)C(=O)CCBr. Cell line: IGROV1. Synergy scores: CSS=20.5, Synergy_ZIP=-5.49, Synergy_Bliss=-0.565, Synergy_Loewe=1.43, Synergy_HSA=2.45. (3) Drug 1: CC1=CC2C(CCC3(C2CCC3(C(=O)C)OC(=O)C)C)C4(C1=CC(=O)CC4)C. Drug 2: CC1C(C(CC(O1)OC2CC(CC3=C2C(=C4C(=C3O)C(=O)C5=C(C4=O)C(=CC=C5)OC)O)(C(=O)CO)O)N)O.Cl. Cell line: MCF7. Synergy scores: CSS=37.4, Synergy_ZIP=1.63, Synergy_Bliss=1.74, Synergy_Loewe=-23.6, Synergy_HSA=-0.313. (4) Drug 2: CNC(=O)C1=NC=CC(=C1)OC2=CC=C(C=C2)NC(=O)NC3=CC(=C(C=C3)Cl)C(F)(F)F. Drug 1: C1CC(=O)NC(=O)C1N2CC3=C(C2=O)C=CC=C3N. Cell line: TK-10. Synergy scores: CSS=19.0, Synergy_ZIP=-5.51, Synergy_Bliss=0.737, Synergy_Loewe=-11.1, Synergy_HSA=0.0255. (5) Drug 1: CC12CCC3C(C1CCC2=O)CC(=C)C4=CC(=O)C=CC34C. Drug 2: CCCCC(=O)OCC(=O)C1(CC(C2=C(C1)C(=C3C(=C2O)C(=O)C4=C(C3=O)C=CC=C4OC)O)OC5CC(C(C(O5)C)O)NC(=O)C(F)(F)F)O. Cell line: KM12. Synergy scores: CSS=46.0, Synergy_ZIP=0.134, Synergy_Bliss=0.996, Synergy_Loewe=2.92, Synergy_HSA=3.12. (6) Drug 1: C1=CC=C(C(=C1)C(C2=CC=C(C=C2)Cl)C(Cl)Cl)Cl. Drug 2: CS(=O)(=O)OCCCCOS(=O)(=O)C. Cell line: BT-549. Synergy scores: CSS=6.19, Synergy_ZIP=0.409, Synergy_Bliss=4.75, Synergy_Loewe=-0.000661, Synergy_HSA=2.91. (7) Drug 1: CC1=CC=C(C=C1)C2=CC(=NN2C3=CC=C(C=C3)S(=O)(=O)N)C(F)(F)F. Drug 2: CC1=C(C(=O)C2=C(C1=O)N3CC4C(C3(C2COC(=O)N)OC)N4)N. Cell line: SNB-19. Synergy scores: CSS=19.4, Synergy_ZIP=-8.49, Synergy_Bliss=1.98, Synergy_Loewe=-28.6, Synergy_HSA=-1.62. (8) Drug 1: C1=NNC2=C1C(=O)NC=N2. Drug 2: CC1C(C(CC(O1)OC2CC(CC3=C2C(=C4C(=C3O)C(=O)C5=C(C4=O)C(=CC=C5)OC)O)(C(=O)CO)O)N)O.Cl. Cell line: SF-539. Synergy scores: CSS=51.1, Synergy_ZIP=0.939, Synergy_Bliss=1.72, Synergy_Loewe=-45.0, Synergy_HSA=2.34. (9) Drug 1: CS(=O)(=O)OCCCCOS(=O)(=O)C. Drug 2: C1=NNC2=C1C(=O)NC=N2. Cell line: SW-620. Synergy scores: CSS=6.12, Synergy_ZIP=-3.69, Synergy_Bliss=-8.19, Synergy_Loewe=-6.60, Synergy_HSA=-8.09. (10) Drug 1: C(=O)(N)NO. Drug 2: CC(C)(C#N)C1=CC(=CC(=C1)CN2C=NC=N2)C(C)(C)C#N. Cell line: SK-MEL-2. Synergy scores: CSS=-6.39, Synergy_ZIP=8.18, Synergy_Bliss=4.18, Synergy_Loewe=0.188, Synergy_HSA=-6.36.